Dataset: Catalyst prediction with 721,799 reactions and 888 catalyst types from USPTO. Task: Predict which catalyst facilitates the given reaction. (1) Reactant: [C:1]([N:4]([C:32]1[CH:37]=[CH:36][C:35]([Cl:38])=[CH:34][CH:33]=1)[C@H:5]1[C:14]2[C:9](=[CH:10][CH:11]=[CH:12][CH:13]=2)[N:8]([C:15]([C:17]2[CH:22]=[CH:21][C:20](OS(C(F)(F)F)(=O)=O)=[CH:19][CH:18]=2)=[O:16])[C@@H:7]([CH3:31])[CH2:6]1)(=[O:3])[CH3:2].[CH2:39]([O:41][C:42]([CH:44]1[CH2:49][CH2:48][NH:47][CH2:46][CH2:45]1)=[O:43])[CH3:40].C([O-])([O-])=O.[Cs+].[Cs+].C1C=CC(P(C2C(C3C(P(C4C=CC=CC=4)C4C=CC=CC=4)=CC=C4C=3C=CC=C4)=C3C(C=CC=C3)=CC=2)C2C=CC=CC=2)=CC=1.C1OCCOCCOCCOCCOCCOC1. Product: [CH2:39]([O:41][C:42]([CH:44]1[CH2:49][CH2:48][N:47]([C:20]2[CH:19]=[CH:18][C:17]([C:15]([N:8]3[C:9]4[C:14](=[CH:13][CH:12]=[CH:11][CH:10]=4)[C@H:5]([N:4]([C:1](=[O:3])[CH3:2])[C:32]4[CH:37]=[CH:36][C:35]([Cl:38])=[CH:34][CH:33]=4)[CH2:6][C@@H:7]3[CH3:31])=[O:16])=[CH:22][CH:21]=2)[CH2:46][CH2:45]1)=[O:43])[CH3:40]. The catalyst class is: 101. (2) Reactant: [CH:1]1([OH:6])[CH2:5][CH:4]=[CH:3][CH2:2]1.CCN(CC)CC.[N+:14]([C:17]1[CH:25]=[CH:24][C:20]([C:21](Cl)=[O:22])=[CH:19][CH:18]=1)([O-:16])=[O:15]. Product: [N+:14]([C:17]1[CH:18]=[CH:19][C:20]([C:21]([O:6][CH:1]2[CH2:5][CH:4]=[CH:3][CH2:2]2)=[O:22])=[CH:24][CH:25]=1)([O-:16])=[O:15]. The catalyst class is: 2. (3) Reactant: [Cl:1][C:2]1[CH:7]=[CH:6][C:5]([C:8]2[S:9][C:10]([CH3:27])=[C:11]([CH:13]3[C:17](=[O:18])/[C:16](=[CH:19]/[CH:20]4[CH2:25][CH2:24][O:23][CH2:22][CH2:21]4)/[CH2:15][C:14]3=[O:26])[N:12]=2)=[CH:4][CH:3]=1.[H][H]. Product: [Cl:1][C:2]1[CH:7]=[CH:6][C:5]([C:8]2[S:9][C:10]([CH3:27])=[C:11]([CH:13]3[C:17](=[O:18])[CH:16]([CH2:19][CH:20]4[CH2:25][CH2:24][O:23][CH2:22][CH2:21]4)[CH2:15][C:14]3=[O:26])[N:12]=2)=[CH:4][CH:3]=1. The catalyst class is: 29. (4) The catalyst class is: 27. Reactant: [NH2:1][C:2]1[CH:3]=[C:4]2[C:8](=[CH:9][CH:10]=1)[NH:7][C:6](=[O:11])[C:5]2=[O:12].[F:13][C:14]1[CH:31]=[CH:30][C:17]([CH2:18][CH:19]2[CH2:24][CH2:23][N:22]([C:25](=[O:29])[C:26](O)=[O:27])[CH2:21][CH2:20]2)=[CH:16][CH:15]=1. Product: [O:11]=[C:6]1[C:5](=[O:12])[C:4]2[C:8](=[CH:9][CH:10]=[C:2]([NH:1][C:26](=[O:27])[C:25]([N:22]3[CH2:21][CH2:20][CH:19]([CH2:18][C:17]4[CH:16]=[CH:15][C:14]([F:13])=[CH:31][CH:30]=4)[CH2:24][CH2:23]3)=[O:29])[CH:3]=2)[NH:7]1. (5) Reactant: [Br:1][C:2]1[CH:3]=[N:4][CH:5]=[C:6]([CH:31]=1)[C:7]([NH:9][CH:10]([C:12]1[N:17]=[N:16][C:15]([NH:18][C:19]2[CH:24]=[C:23]([O:25][CH3:26])[C:22]([O:27][CH3:28])=[C:21]([O:29][CH3:30])[CH:20]=2)=[N:14][CH:13]=1)[CH3:11])=O.N1C=NC=N1.P(Cl)(Cl)(Cl)=O. Product: [Br:1][C:2]1[CH:31]=[C:6]([C:7]2[N:17]3[C:12]([CH:13]=[N:14][C:15]([NH:18][C:19]4[CH:24]=[C:23]([O:25][CH3:26])[C:22]([O:27][CH3:28])=[C:21]([O:29][CH3:30])[CH:20]=4)=[N:16]3)=[C:10]([CH3:11])[N:9]=2)[CH:5]=[N:4][CH:3]=1. The catalyst class is: 17.